This data is from Reaction yield outcomes from USPTO patents with 853,638 reactions. The task is: Predict the reaction yield, written as a fraction of the theoretical maximum amount of product (1.0 means a 100% yield; for example, 0.34 means a 34% yield). (1) The reactants are [Cl:1][C:2]1[CH:3]=[C:4]([CH:9]=[C:10]([Cl:13])[C:11]=1[OH:12])[C:5]([O:7][CH3:8])=[O:6].Br[CH:15]1[CH2:19][CH2:18][CH2:17][CH2:16]1.C(=O)([O-])[O-].[K+].[K+]. The catalyst is CN(C=O)C. The product is [Cl:1][C:2]1[CH:3]=[C:4]([CH:9]=[C:10]([Cl:13])[C:11]=1[O:12][CH:15]1[CH2:19][CH2:18][CH2:17][CH2:16]1)[C:5]([O:7][CH3:8])=[O:6]. The yield is 0.840. (2) The reactants are [CH3:1][O:2][C:3](=[O:13])[C:4]1[C:9]([O:10][CH3:11])=[CH:8][CH:7]=[CH:6][C:5]=1[OH:12].F[C:15]1[CH:20]=[CH:19][C:18]([F:21])=[CH:17][C:16]=1[N+:22]([O-:24])=[O:23].[CH3:25][O:26][C:27](=[O:45])[C:28]1[C:33]([O:34][CH3:35])=[CH:32][CH:31]=[CH:30][C:29]=1[O:36][C:37]1[CH:42]=[CH:41][C:40]([F:43])=[CH:39][C:38]=1[NH2:44].[NH2:46][C:47]1[S:48][CH:49]=[CH:50][N:51]=1. No catalyst specified. The product is [CH3:1][O:2][C:3](=[O:13])[C:4]1[C:9]([O:10][CH3:11])=[CH:8][CH:7]=[CH:6][C:5]=1[O:12][C:15]1[CH:20]=[CH:19][C:18]([F:21])=[CH:17][C:16]=1[N+:22]([O-:24])=[O:23].[CH3:25][O:26][C:27](=[O:45])[C:28]1[C:33]([O:34][CH3:35])=[CH:32][CH:31]=[CH:30][C:29]=1[O:36][C:37]1[CH:42]=[CH:41][C:40]([F:43])=[CH:39][C:38]=1[NH:44][C:3]([NH:46][C:47]1[S:48][CH:49]=[CH:50][N:51]=1)=[O:13]. The yield is 0.580. (3) The reactants are [N:1]1([C:7]2[CH:19]=[C:18]([C:20]([O:22][CH3:23])=[O:21])[C:10]3[NH:11][C:12]([C:14]([F:17])([F:16])[F:15])=[N:13][C:9]=3[CH:8]=2)[CH2:6][CH2:5][O:4][CH2:3][CH2:2]1.C(=O)([O-])[O-].[K+].[K+].Br[CH2:31][C:32]1[CH:37]=[CH:36][CH:35]=[C:34]([Cl:38])[C:33]=1[CH3:39]. The catalyst is CN(C)C=O. The product is [Cl:38][C:34]1[C:33]([CH3:39])=[C:32]([CH2:31][N:13]2[C:9]3[CH:8]=[C:7]([N:1]4[CH2:6][CH2:5][O:4][CH2:3][CH2:2]4)[CH:19]=[C:18]([C:20]([O:22][CH3:23])=[O:21])[C:10]=3[N:11]=[C:12]2[C:14]([F:17])([F:15])[F:16])[CH:37]=[CH:36][CH:35]=1. The yield is 0.950.